This data is from Forward reaction prediction with 1.9M reactions from USPTO patents (1976-2016). The task is: Predict the product of the given reaction. (1) Given the reactants [C:1]([C:4]1[N:5]=[C:6]([Cl:13])[S:7][C:8]=1[C:9]([O:11][CH3:12])=[O:10])(=[O:3])[CH3:2].CO[CH:16](OC)[N:17]([CH3:19])[CH3:18], predict the reaction product. The product is: [Cl:13][C:6]1[S:7][C:8]([C:9]([O:11][CH3:12])=[O:10])=[C:4]([C:1](=[O:3])/[CH:2]=[CH:16]/[N:17]([CH3:19])[CH3:18])[N:5]=1. (2) The product is: [CH3:22][O:21][C:19]([C:18]1[CH:23]=[CH:24][C:15]([C:11]2[O:12][C:13]([CH3:14])=[C:9]([CH2:8][CH:7]([C:6]([OH:32])=[O:5])[C:25]([OH:27])=[O:26])[N:10]=2)=[CH:16][CH:17]=1)=[O:20]. Given the reactants C([O:5][C:6](=[O:32])[CH:7]([C:25]([O:27]C(C)(C)C)=[O:26])[CH2:8][C:9]1[N:10]=[C:11]([C:15]2[CH:24]=[CH:23][C:18]([C:19]([O:21][CH3:22])=[O:20])=[CH:17][CH:16]=2)[O:12][C:13]=1[CH3:14])(C)(C)C.FC(F)(F)C(O)=O, predict the reaction product.